Dataset: Catalyst prediction with 721,799 reactions and 888 catalyst types from USPTO. Task: Predict which catalyst facilitates the given reaction. (1) Reactant: C([O:3][C:4]([C:6]1([C:9]2[CH:14]=[CH:13][C:12]([C:15]3[CH:20]=[CH:19][C:18]([C:21]4[S:22][C:23]([F:37])=[CH:24][C:25]=4[NH:26][C:27]([O:29][C@@H:30]([C:32]4[S:33][CH:34]=[CH:35][CH:36]=4)[CH3:31])=[O:28])=[CH:17][CH:16]=3)=[CH:11][CH:10]=2)[CH2:8][CH2:7]1)=[O:5])C.[OH-].[Na+].Cl. Product: [F:37][C:23]1[S:22][C:21]([C:18]2[CH:19]=[CH:20][C:15]([C:12]3[CH:11]=[CH:10][C:9]([C:6]4([C:4]([OH:5])=[O:3])[CH2:8][CH2:7]4)=[CH:14][CH:13]=3)=[CH:16][CH:17]=2)=[C:25]([NH:26][C:27]([O:29][C@@H:30]([C:32]2[S:33][CH:34]=[CH:35][CH:36]=2)[CH3:31])=[O:28])[CH:24]=1. The catalyst class is: 32. (2) Reactant: C([O:5][C:6]([CH:8]([C:28]1[CH:33]=[CH:32][CH:31]=[CH:30][CH:29]=1)[N:9]1[C:13]2[CH:14]=[C:15]([C:18]#[N:19])[CH:16]=[CH:17][C:12]=2[N:11](C(OC(C)(C)C)=O)[C:10]1=[O:27])=[O:7])(C)(C)C.FC(F)(F)C(O)=O. Product: [C:18]([C:15]1[CH:16]=[CH:17][C:12]2[NH:11][C:10](=[O:27])[N:9]([CH:8]([C:28]3[CH:33]=[CH:32][CH:31]=[CH:30][CH:29]=3)[C:6]([OH:7])=[O:5])[C:13]=2[CH:14]=1)#[N:19]. The catalyst class is: 4. (3) Product: [C:19]([C:22]1[S:26][C:25]2[CH:27]=[CH:28][CH:29]=[C:30]([C:6]3[CH:7]=[C:8]([CH:10]([CH3:12])[CH3:11])[CH:9]=[C:4]([CH:1]([CH3:3])[CH3:2])[C:5]=3[O:16][CH2:17][CH3:18])[C:24]=2[CH:23]=1)(=[O:21])[CH3:20]. The catalyst class is: 335. Reactant: [CH:1]([C:4]1[C:5]([O:16][CH2:17][CH3:18])=[C:6](B(O)O)[CH:7]=[C:8]([CH:10]([CH3:12])[CH3:11])[CH:9]=1)([CH3:3])[CH3:2].[C:19]([C:22]1[S:26][C:25]2[CH:27]=[CH:28][CH:29]=[C:30](I)[C:24]=2[CH:23]=1)(=[O:21])[CH3:20].C(=O)([O-])[O-].[Na+].[Na+].O.